The task is: Predict the reactants needed to synthesize the given product.. This data is from Full USPTO retrosynthesis dataset with 1.9M reactions from patents (1976-2016). Given the product [CH2:16]([O:23][CH2:24][CH2:25][CH:26]([NH:30][C:31](=[O:32])[O:33][C:34]([CH3:36])([CH3:35])[CH3:37])[C:27]([NH:13][C:12]1[CH:11]=[CH:10][C:9]([CH2:1][CH2:2][CH2:3][CH2:4][CH2:5][CH2:6][CH2:7][CH3:8])=[CH:15][CH:14]=1)=[O:28])[C:17]1[CH:18]=[CH:19][CH:20]=[CH:21][CH:22]=1, predict the reactants needed to synthesize it. The reactants are: [CH2:1]([C:9]1[CH:15]=[CH:14][C:12]([NH2:13])=[CH:11][CH:10]=1)[CH2:2][CH2:3][CH2:4][CH2:5][CH2:6][CH2:7][CH3:8].[CH2:16]([O:23][CH2:24][CH2:25][CH:26]([NH:30][C:31]([O:33][C:34]([CH3:37])([CH3:36])[CH3:35])=[O:32])[C:27](O)=[O:28])[C:17]1[CH:22]=[CH:21][CH:20]=[CH:19][CH:18]=1.Cl.CN(C)CCCN=C=NCC.